This data is from Full USPTO retrosynthesis dataset with 1.9M reactions from patents (1976-2016). The task is: Predict the reactants needed to synthesize the given product. (1) Given the product [N:23]1[C:15]([C:14]2[C:9]([NH:8][C:7]3[C:2]([F:1])=[C:3]([NH:31][S:32]([CH2:35][CH2:36][CH3:37])(=[O:33])=[O:34])[CH:4]=[CH:5][C:6]=3[F:30])=[N:10][CH:11]=[CH:12][CH:13]=2)=[C:16]2[C:20]([NH:19][CH:18]=[N:17]2)=[N:21][CH:22]=1, predict the reactants needed to synthesize it. The reactants are: [F:1][C:2]1[C:7]([NH:8][C:9]2[C:14]([C:15]3[N:23]=[CH:22][N:21]=[C:20]4[C:16]=3[N:17]=[CH:18][N:19]4C3CCCCO3)=[CH:13][CH:12]=[CH:11][N:10]=2)=[C:6]([F:30])[CH:5]=[CH:4][C:3]=1[NH:31][S:32]([CH2:35][CH2:36][CH3:37])(=[O:34])=[O:33].C(O)(C(F)(F)F)=O.C([O-])(O)=O.[Na+]. (2) Given the product [C:17]([O:16][CH2:15][CH2:14][CH2:13][N:4]1[C:5](=[O:12])[C:6]([N+:9]([O-:11])=[O:10])=[C:7](/[CH:8]=[CH:30]/[C:29]2[CH:32]=[CH:33][CH:34]=[C:27]([O:26][C:25]([F:24])([F:35])[F:36])[CH:28]=2)[N:2]([CH3:1])[C:3]1=[O:23])(=[O:18])[CH3:22], predict the reactants needed to synthesize it. The reactants are: [CH3:1][N:2]1[C:7]([CH3:8])=[C:6]([N+:9]([O-:11])=[O:10])[C:5](=[O:12])[N:4]([CH2:13][CH2:14][CH2:15][O:16][CH:17]2[CH2:22]CCC[O:18]2)[C:3]1=[O:23].[F:24][C:25]([F:36])([F:35])[O:26][C:27]1[CH:28]=[C:29]([CH:32]=[CH:33][CH:34]=1)[CH:30]=O.C([O-])(=O)C.[Na+]. (3) Given the product [NH2:1][C:2]1[N:7]2[N:8]=[C:9]([C:11]3[O:12][CH:13]=[CH:14][CH:15]=3)[N:10]=[C:6]2[CH:5]=[C:4]([C:16]2[CH:17]=[CH:18][CH:19]=[C:20]([CH2:25][NH:30][CH2:29][CH2:28][C:27]3[CH:39]=[CH:44][CH:43]=[CH:42][N:26]=3)[CH:21]=2)[N:3]=1, predict the reactants needed to synthesize it. The reactants are: [NH2:1][C:2]1[N:7]2[N:8]=[C:9]([C:11]3[O:12][CH:13]=[CH:14][CH:15]=3)[N:10]=[C:6]2[CH:5]=[C:4]([C:16]2[CH:21]=[CH:20][CH:19]=[CH:18][C:17]=2C=O)[N:3]=1.N[C:25]1[N:30]2N=C(C3OC=CC=3)N=[C:29]2[CH:28]=[C:27]([C:39]2[CH:44]=[CH:43][CH:42]=C(C=O)C=2)[N:26]=1. (4) Given the product [CH2:35]1[C:38]2([CH2:41][CH2:40][CH2:39]2)[CH2:37][N:36]1[C:2]1[N:7]=[C:6]([CH2:8][O:9][C:10]2[CH:11]=[C:12]([C@H:16]([CH:23]3[CH2:25][CH2:24]3)[CH2:17][C:18]([O:20][CH2:21][CH3:22])=[O:19])[CH:13]=[CH:14][CH:15]=2)[CH:5]=[N:4][C:3]=1[C:26]1[CH:31]=[C:30]([O:32][CH3:33])[CH:29]=[CH:28][C:27]=1[F:34], predict the reactants needed to synthesize it. The reactants are: Cl[C:2]1[N:7]=[C:6]([CH2:8][O:9][C:10]2[CH:11]=[C:12]([C@H:16]([CH:23]3[CH2:25][CH2:24]3)[CH2:17][C:18]([O:20][CH2:21][CH3:22])=[O:19])[CH:13]=[CH:14][CH:15]=2)[CH:5]=[N:4][C:3]=1[C:26]1[CH:31]=[C:30]([O:32][CH3:33])[CH:29]=[CH:28][C:27]=1[F:34].[CH2:35]1[C:38]2([CH2:41][CH2:40][CH2:39]2)[CH2:37][NH:36]1.C1C=CC(P(C2C(C3C(P(C4C=CC=CC=4)C4C=CC=CC=4)=CC=C4C=3C=CC=C4)=C3C(C=CC=C3)=CC=2)C2C=CC=CC=2)=CC=1.C([O-])([O-])=O.[Cs+].[Cs+].[NH4+].[Cl-]. (5) The reactants are: [CH:1]#[C:2][CH3:3].[C:4]([O:8][C:9](=[O:24])[NH:10][C:11]1[CH:12]=[N:13][C:14]([C:18]2[CH:23]=[CH:22][CH:21]=[CH:20][CH:19]=2)=[CH:15][C:16]=1I)([CH3:7])([CH3:6])[CH3:5].C(OCC)(=O)C.[Cl-].[NH4+]. Given the product [C:4]([O:8][C:9](=[O:24])[NH:10][C:11]1[CH:12]=[N:13][C:14]([C:18]2[CH:23]=[CH:22][CH:21]=[CH:20][CH:19]=2)=[CH:15][C:16]=1[C:1]#[C:2][CH3:3])([CH3:7])([CH3:6])[CH3:5], predict the reactants needed to synthesize it. (6) Given the product [C:26]([CH2:13][C:11]1[N:10]=[CH:9][N:8]([C:7]2[CH:6]=[CH:5][C:4]([N:15]3[CH2:19][C@H:18]([CH2:20][NH:21][C:22](=[O:24])[CH3:23])[O:17][C:16]3=[O:25])=[CH:3][C:2]=2[F:1])[CH:12]=1)#[N:28], predict the reactants needed to synthesize it. The reactants are: [F:1][C:2]1[CH:3]=[C:4]([N:15]2[CH2:19][CH:18]([CH2:20][NH:21][C:22](=[O:24])[CH3:23])[O:17][C:16]2=[O:25])[CH:5]=[CH:6][C:7]=1[N:8]1[CH:12]=[C:11]([CH2:13]O)[N:10]=[CH:9]1.[CH2:26]([N:28](CC)CC)C.CS(Cl)(=O)=O.[C-]#N.[K+]. (7) Given the product [NH:26]1[C:30]2[CH:31]=[CH:32][C:33]([C:2]3[N:6]4[N:7]=[C:8]([C:11]5[CH:12]=[CH:13][C:14]([C:17]([N:19]6[CH2:24][CH2:23][N:22]([CH3:25])[CH2:21][CH2:20]6)=[O:18])=[CH:15][CH:16]=5)[CH:9]=[CH:10][C:5]4=[N:4][CH:3]=3)=[CH:34][C:29]=2[N:28]=[N:27]1, predict the reactants needed to synthesize it. The reactants are: Br[C:2]1[N:6]2[N:7]=[C:8]([C:11]3[CH:16]=[CH:15][C:14]([C:17]([N:19]4[CH2:24][CH2:23][N:22]([CH3:25])[CH2:21][CH2:20]4)=[O:18])=[CH:13][CH:12]=3)[CH:9]=[CH:10][C:5]2=[N:4][CH:3]=1.[NH:26]1[C:30]2[CH:31]=[CH:32][C:33](B(O)O)=[CH:34][C:29]=2[N:28]=[N:27]1. (8) Given the product [Cl:54][C:44]1[C:45]([NH:47][C:48]2[CH:52]=[C:51]([CH3:53])[NH:50][N:49]=2)=[N:46][C:39]([NH:57][CH:13]([C:14]2[N:15]=[CH:10][C:11]([F:37])=[CH:17][N:16]=2)[CH3:26])=[C:40]([CH:43]=1)[C:41]#[N:42], predict the reactants needed to synthesize it. The reactants are: C1(C2NN=C(N[C:10]3[N:15]=[C:14]([NH:16][C@H:17](C4C=CC(F)=CC=4)C)[C:13]([CH2:26]NC(=O)CN4CCOCC4)=C[C:11]=3[F:37])C=2)CC1.Cl[C:39]1[N:46]=[C:45]([NH:47][C:48]2[CH:52]=[C:51]([CH3:53])[NH:50][N:49]=2)[C:44]([Cl:54])=[CH:43][C:40]=1[C:41]#[N:42].CC[N:57](C(C)C)C(C)C.